Dataset: Full USPTO retrosynthesis dataset with 1.9M reactions from patents (1976-2016). Task: Predict the reactants needed to synthesize the given product. Given the product [CH:3]12[CH2:10][CH:9]3[CH2:8][CH:7]([CH2:6][CH:5]([CH2:11]3)[CH:4]1[NH:13][C:14]([C:16]1[CH:17]=[N:18][N:19]([C:25]3[CH:35]=[CH:34][C:28]([C:29]([OH:31])=[O:30])=[CH:27][C:26]=3[CH3:36])[C:20]=1[C:21]([CH3:23])([CH3:24])[CH3:22])=[O:15])[CH2:12]2, predict the reactants needed to synthesize it. The reactants are: [OH-].[Na+].[CH:3]12[CH2:12][CH:7]3[CH2:8][CH:9]([CH2:11][CH:5]([CH2:6]3)[CH:4]1[NH:13][C:14]([C:16]1[CH:17]=[N:18][N:19]([C:25]3[CH:35]=[CH:34][C:28]([C:29]([O:31]CC)=[O:30])=[CH:27][C:26]=3[CH3:36])[C:20]=1[C:21]([CH3:24])([CH3:23])[CH3:22])=[O:15])[CH2:10]2.